This data is from Full USPTO retrosynthesis dataset with 1.9M reactions from patents (1976-2016). The task is: Predict the reactants needed to synthesize the given product. (1) Given the product [CH3:19][O:20][C:10]1[CH:11]=[C:6]([CH:3]([CH3:14])[C:4]#[N:5])[CH:7]=[CH:8][CH:9]=1, predict the reactants needed to synthesize it. The reactants are: CO[CH:3]([C:6]1[CH:11]=[CH:10][CH:9]=[CH:8][CH:7]=1)[C:4]#[N:5].[H-].[Na+].[CH3:14]I.O.C1C[O:20][CH2:19]C1. (2) The reactants are: Cl.[NH2:2][CH2:3][CH2:4][CH2:5][C:6]([O:8][CH2:9][CH3:10])=[O:7].C(N(C(C)C)CC)(C)C.Cl[C:21]1[O:22][C:23]2[C:24](=[C:26]([C:38]#[N:39])[C:27]([CH3:37])=[C:28]([C:31]3[CH:36]=[CH:35][CH:34]=[CH:33][CH:32]=3)[C:29]=2[F:30])[N:25]=1. Given the product [C:38]([C:26]1[C:24]2[N:25]=[C:21]([NH:2][CH2:3][CH2:4][CH2:5][C:6]([O:8][CH2:9][CH3:10])=[O:7])[O:22][C:23]=2[C:29]([F:30])=[C:28]([C:31]2[CH:32]=[CH:33][CH:34]=[CH:35][CH:36]=2)[C:27]=1[CH3:37])#[N:39], predict the reactants needed to synthesize it.